This data is from Peptide-MHC class I binding affinity with 185,985 pairs from IEDB/IMGT. The task is: Regression. Given a peptide amino acid sequence and an MHC pseudo amino acid sequence, predict their binding affinity value. This is MHC class I binding data. The peptide sequence is NVMLVTLPV. The MHC is HLA-A02:01 with pseudo-sequence HLA-A02:01. The binding affinity (normalized) is 0.776.